Dataset: NCI-60 drug combinations with 297,098 pairs across 59 cell lines. Task: Regression. Given two drug SMILES strings and cell line genomic features, predict the synergy score measuring deviation from expected non-interaction effect. (1) Drug 1: CC1=C(C(CCC1)(C)C)C=CC(=CC=CC(=CC(=O)O)C)C. Drug 2: CC1CCC2CC(C(=CC=CC=CC(CC(C(=O)C(C(C(=CC(C(=O)CC(OC(=O)C3CCCCN3C(=O)C(=O)C1(O2)O)C(C)CC4CCC(C(C4)OC)O)C)C)O)OC)C)C)C)OC. Cell line: PC-3. Synergy scores: CSS=4.51, Synergy_ZIP=2.32, Synergy_Bliss=9.77, Synergy_Loewe=1.55, Synergy_HSA=3.47. (2) Drug 1: C#CCC(CC1=CN=C2C(=N1)C(=NC(=N2)N)N)C3=CC=C(C=C3)C(=O)NC(CCC(=O)O)C(=O)O. Drug 2: CC1CCCC2(C(O2)CC(NC(=O)CC(C(C(=O)C(C1O)C)(C)C)O)C(=CC3=CSC(=N3)C)C)C. Cell line: SK-OV-3. Synergy scores: CSS=38.0, Synergy_ZIP=2.39, Synergy_Bliss=1.72, Synergy_Loewe=0.260, Synergy_HSA=0.535.